Dataset: Merck oncology drug combination screen with 23,052 pairs across 39 cell lines. Task: Regression. Given two drug SMILES strings and cell line genomic features, predict the synergy score measuring deviation from expected non-interaction effect. (1) Drug 1: NC(=O)c1cccc2cn(-c3ccc(C4CCCNC4)cc3)nc12. Drug 2: Cc1nc(Nc2ncc(C(=O)Nc3c(C)cccc3Cl)s2)cc(N2CCN(CCO)CC2)n1. Cell line: A375. Synergy scores: synergy=31.8. (2) Drug 1: CC1CC2C3CCC4=CC(=O)C=CC4(C)C3(F)C(O)CC2(C)C1(O)C(=O)CO. Drug 2: CNC(=O)c1cc(Oc2ccc(NC(=O)Nc3ccc(Cl)c(C(F)(F)F)c3)cc2)ccn1. Cell line: OVCAR3. Synergy scores: synergy=1.87. (3) Drug 1: O=S1(=O)NC2(CN1CC(F)(F)F)C1CCC2Cc2cc(C=CCN3CCC(C(F)(F)F)CC3)ccc2C1. Drug 2: O=c1[nH]cc(F)c(=O)[nH]1. Cell line: NCIH460. Synergy scores: synergy=-8.30. (4) Drug 1: O=P1(N(CCCl)CCCl)NCCCO1. Drug 2: CC(C)CC(NC(=O)C(Cc1ccccc1)NC(=O)c1cnccn1)B(O)O. Cell line: SW837. Synergy scores: synergy=5.01. (5) Drug 1: Cn1nnc2c(C(N)=O)ncn2c1=O. Drug 2: COC1CC2CCC(C)C(O)(O2)C(=O)C(=O)N2CCCCC2C(=O)OC(C(C)CC2CCC(OP(C)(C)=O)C(OC)C2)CC(=O)C(C)C=C(C)C(O)C(OC)C(=O)C(C)CC(C)C=CC=CC=C1C. Cell line: ES2. Synergy scores: synergy=34.2. (6) Drug 1: CC1(c2nc3c(C(N)=O)cccc3[nH]2)CCCN1. Drug 2: Cn1c(=O)n(-c2ccc(C(C)(C)C#N)cc2)c2c3cc(-c4cnc5ccccc5c4)ccc3ncc21. Cell line: A427. Synergy scores: synergy=14.2. (7) Drug 1: N.N.O=C(O)C1(C(=O)O)CCC1.[Pt]. Drug 2: COC1CC2CCC(C)C(O)(O2)C(=O)C(=O)N2CCCCC2C(=O)OC(C(C)CC2CCC(OP(C)(C)=O)C(OC)C2)CC(=O)C(C)C=C(C)C(O)C(OC)C(=O)C(C)CC(C)C=CC=CC=C1C. Cell line: OVCAR3. Synergy scores: synergy=1.10.